Dataset: Forward reaction prediction with 1.9M reactions from USPTO patents (1976-2016). Task: Predict the product of the given reaction. Given the reactants [Cl:1][C:2]1[C:7]([Cl:8])=[CH:6][CH:5]=[C:4]([N:9]=[C:10]=S)[N:3]=1.C(N(CC)CC)C.Cl.Cl.[NH2:21][CH2:22][C:23]1([OH:31])[CH:28]2[CH2:29][CH2:30][N:25]([CH2:26][CH2:27]2)[CH2:24]1.C(N=C=NC(C)C)(C)C, predict the reaction product. The product is: [Cl:8][C:7]1[CH:6]=[CH:5][C:4]([NH:9][C:10]2[O:31][C@:23]3([CH2:22][N:21]=2)[CH:28]2[CH2:29][CH2:30][N:25]([CH2:26][CH2:27]2)[CH2:24]3)=[N:3][C:2]=1[Cl:1].